From a dataset of Peptide-MHC class I binding affinity with 185,985 pairs from IEDB/IMGT. Regression. Given a peptide amino acid sequence and an MHC pseudo amino acid sequence, predict their binding affinity value. This is MHC class I binding data. (1) The peptide sequence is ASSEPHCALL. The MHC is Mamu-A01 with pseudo-sequence Mamu-A01. The binding affinity (normalized) is 0.857. (2) The peptide sequence is KVLSIMAFIL. The MHC is HLA-A02:03 with pseudo-sequence HLA-A02:03. The binding affinity (normalized) is 0.397. (3) The peptide sequence is TVADIWHAM. The MHC is HLA-B18:01 with pseudo-sequence HLA-B18:01. The binding affinity (normalized) is 0.313. (4) The MHC is HLA-B40:02 with pseudo-sequence HLA-B40:02. The peptide sequence is AENDIVEAL. The binding affinity (normalized) is 0.702. (5) The peptide sequence is GQQRSTLERTSKASL. The MHC is HLA-B15:01 with pseudo-sequence HLA-B15:01. The binding affinity (normalized) is 0.333. (6) The peptide sequence is APSSGRGGN. The MHC is Mamu-A2201 with pseudo-sequence Mamu-A2201. The binding affinity (normalized) is 0. (7) The peptide sequence is MARWITWAM. The MHC is SLA-30401 with pseudo-sequence SLA-30401. The binding affinity (normalized) is 0.556. (8) The peptide sequence is EENMDVEIW. The MHC is HLA-B44:03 with pseudo-sequence HLA-B44:03. The binding affinity (normalized) is 0.555. (9) The peptide sequence is AHYEEDVNL. The MHC is HLA-B58:01 with pseudo-sequence HLA-B58:01. The binding affinity (normalized) is 0.0847.